From a dataset of Catalyst prediction with 721,799 reactions and 888 catalyst types from USPTO. Predict which catalyst facilitates the given reaction. (1) Reactant: [CH:1]1(N)[CH2:6][CH2:5][CH2:4][CH2:3][CH2:2]1.C([N:10](CC)CC)C.[C:15]1(=O)[O:20][C:18](=[O:19])[C:17]2=[CH:21][CH:22]=[CH:23][CH:24]=[C:16]12.C(O)(=O)CC(CC(O)=O)(C(O)=O)O. Product: [CH:1]1([C:17]23[CH:21]=[CH:22][CH:23]=[CH:24][CH:16]2[C:15]([NH:10][C:18]3=[O:19])=[O:20])[CH2:6][CH2:5][CH2:4][CH2:3][CH2:2]1. The catalyst class is: 11. (2) Reactant: [Cl:1][C:2]1[CH:3]=[C:4]2[C:12](=[CH:13][CH:14]=1)[NH:11][C:10]1[CH2:9][CH2:8][CH2:7][C:6](=[O:15])[C:5]2=1.[H-].[Na+].[C:18]1([S:24](Cl)(=[O:26])=[O:25])[CH:23]=[CH:22][CH:21]=[CH:20][CH:19]=1. Product: [Cl:1][C:2]1[CH:3]=[C:4]2[C:12](=[CH:13][CH:14]=1)[NH:11][C:10]1[CH:9]([S:24]([C:18]3[CH:23]=[CH:22][CH:21]=[CH:20][CH:19]=3)(=[O:26])=[O:25])[CH2:8][CH2:7][C:6](=[O:15])[C:5]2=1. The catalyst class is: 1. (3) Reactant: [F:1][C:2]1[CH:12]=[CH:11][C:5]([CH:6]=[CH:7][C:8](O)=[O:9])=[CH:4][C:3]=1[C:13]([F:16])([F:15])[F:14].C(Cl)(=O)C([Cl:20])=O. Product: [F:1][C:2]1[CH:12]=[CH:11][C:5]([CH:6]=[CH:7][C:8]([Cl:20])=[O:9])=[CH:4][C:3]=1[C:13]([F:16])([F:15])[F:14]. The catalyst class is: 3. (4) Reactant: Br.Br[CH2:3][C:4]([C:6]1[CH:11]=[CH:10][N:9]=[CH:8][CH:7]=1)=O.[CH3:12][C:13]1[CH:14]=[C:15]([NH:20][C:21]([NH2:23])=[S:22])[CH:16]=[C:17]([CH3:19])[CH:18]=1.N. Product: [CH3:19][C:17]1[CH:16]=[C:15]([NH:20][C:21]2[S:22][CH:3]=[C:4]([C:6]3[CH:11]=[CH:10][N:9]=[CH:8][CH:7]=3)[N:23]=2)[CH:14]=[C:13]([CH3:12])[CH:18]=1. The catalyst class is: 88. (5) Reactant: Br.Br[CH2:3][C:4]([C:6]1[CH:11]=[CH:10][CH:9]=[CH:8][N:7]=1)=O.[C:12]1([CH2:18][CH2:19][NH:20][C:21]([NH2:23])=[S:22])[CH:17]=[CH:16][CH:15]=[CH:14][CH:13]=1.C([O-])(=O)C.[Na+].C(O)C. Product: [C:12]1([CH2:18][CH2:19][NH:20][C:21]2[S:22][CH:3]=[C:4]([C:6]3[CH:11]=[CH:10][CH:9]=[CH:8][N:7]=3)[N:23]=2)[CH:17]=[CH:16][CH:15]=[CH:14][CH:13]=1. The catalyst class is: 6. (6) Reactant: C[O:2][C:3](=[O:36])[CH2:4][CH2:5][NH:6][C:7]([C:9]1[S:10][C:11]([CH:14]([O:17][C:18]2[CH:23]=[C:22]([CH3:24])[C:21]([C:25]3[CH:30]=[CH:29][C:28]([C:31]([CH3:34])([CH3:33])[CH3:32])=[CH:27][CH:26]=3)=[C:20]([CH3:35])[CH:19]=2)[CH2:15][CH3:16])=[CH:12][CH:13]=1)=[O:8].[OH-].[Na+].Cl. Product: [C:31]([C:28]1[CH:29]=[CH:30][C:25]([C:21]2[C:20]([CH3:35])=[CH:19][C:18]([O:17][CH:14]([C:11]3[S:10][C:9]([C:7]([NH:6][CH2:5][CH2:4][C:3]([OH:36])=[O:2])=[O:8])=[CH:13][CH:12]=3)[CH2:15][CH3:16])=[CH:23][C:22]=2[CH3:24])=[CH:26][CH:27]=1)([CH3:34])([CH3:32])[CH3:33]. The catalyst class is: 5.